This data is from Full USPTO retrosynthesis dataset with 1.9M reactions from patents (1976-2016). The task is: Predict the reactants needed to synthesize the given product. (1) Given the product [CH3:29][C@H:26]1[C:25](=[O:30])[NH:24][C:23]2[CH:22]=[CH:21][CH:20]=[N:19][C:18]=2[C:16]2[CH:15]=[CH:14][N:13]=[C:12]([CH:17]=2)[C@@H:8]([NH:7][C:6](=[O:31])[O:5][C:1]([CH3:4])([CH3:3])[CH3:2])[CH2:9][CH:10]=[CH:27]1, predict the reactants needed to synthesize it. The reactants are: [C:1]([O:5][C:6](=[O:31])[NH:7][C@H:8]([C:12]1[CH:17]=[C:16]([C:18]2[C:23]([NH:24][C:25](=[O:30])[C@H:26]([CH3:29])[CH:27]=C)=[CH:22][CH:21]=[CH:20][N:19]=2)[CH:15]=[CH:14][N:13]=1)[CH2:9][CH:10]=C)([CH3:4])([CH3:3])[CH3:2]. (2) Given the product [Br:17][C:5]1[CH:4]=[C:3]2[C:2]3([CH:18]([CH3:21])[CH2:19][O:20][C:28]([NH2:27])=[N:1]3)[C:15]3[CH:14]=[C:13]([Cl:16])[N:12]=[CH:11][C:10]=3[O:9][C:8]2=[CH:7][CH:6]=1, predict the reactants needed to synthesize it. The reactants are: [NH2:1][C:2]1([CH:18]([CH3:21])[CH2:19][OH:20])[C:15]2[CH:14]=[C:13]([Cl:16])[N:12]=[CH:11][C:10]=2[O:9][C:8]2[C:3]1=[CH:4][C:5]([Br:17])=[CH:6][CH:7]=2.C([O-])(=O)C.[Na+].[N:27]#[C:28]Br.C(O)(C(F)(F)F)=O. (3) Given the product [Br:1][C:2]1[C:11]2[C:6](=[CH:7][CH:8]=[CH:9][C:10]=2[N+:12]([O-:14])=[O:13])[CH:5]=[N:4][CH:3]=1, predict the reactants needed to synthesize it. The reactants are: [Br:1][C:2]1[C:11]2[C:6](=[CH:7][CH:8]=[CH:9][CH:10]=2)[CH:5]=[N:4][CH:3]=1.[N+:12]([O-])([O-:14])=[O:13].[K+].[OH-].[NH4+]. (4) Given the product [C:1]([O:5][C:6](=[O:18])[NH:7][CH2:8][C:9]1[CH:10]=[CH:11][C:12]([NH2:15])=[CH:13][CH:14]=1)([CH3:4])([CH3:2])[CH3:3], predict the reactants needed to synthesize it. The reactants are: [C:1]([O:5][C:6](=[O:18])[NH:7][CH2:8][C:9]1[CH:14]=[CH:13][C:12]([N+:15]([O-])=O)=[CH:11][CH:10]=1)([CH3:4])([CH3:3])[CH3:2].C([O-])=O.[NH4+].O. (5) Given the product [CH3:1][C:2]1[CH:3]=[CH:4][N:5]2[C:10]=1[C:9](=[O:11])[N:8]([C:12]1[CH:17]=[CH:16][CH:15]=[CH:14][CH:13]=1)[C:7]([C@@H:18]([NH:20][C:21]1[C:22]3[C:29]([C:30]4[CH:38]=[C:37]5[C:33]([CH:34]=[CH:35][NH:36]5)=[C:32]([NH:39][S:40]([CH3:43])(=[O:42])=[O:41])[CH:31]=4)=[CH:28][NH:27][C:23]=3[N:24]=[CH:25][N:26]=1)[CH3:19])=[N:6]2, predict the reactants needed to synthesize it. The reactants are: [CH3:1][C:2]1[CH:3]=[CH:4][N:5]2[C:10]=1[C:9](=[O:11])[N:8]([C:12]1[CH:17]=[CH:16][CH:15]=[CH:14][CH:13]=1)[C:7]([C@@H:18]([NH:20][C:21]1[C:22]3[C:29]([C:30]4[CH:38]=[C:37]5[C:33]([CH:34]=[CH:35][NH:36]5)=[C:32]([NH:39][S:40]([CH3:43])(=[O:42])=[O:41])[CH:31]=4)=[CH:28][N:27](COCC[Si](C)(C)C)[C:23]=3[N:24]=[CH:25][N:26]=1)[CH3:19])=[N:6]2.FC(F)(F)C(O)=O.N. (6) The reactants are: [CH3:1][C:2]1([N+:15]([O-])=O)O[CH:3]1[C:5]1[CH:14]=[CH:13][C:8]([C:9]([O:11][CH3:12])=[O:10])=[CH:7][CH:6]=1.[NH2:18][C:19](=[NH:24])[NH:20][C:21](N)=[S:22]. Given the product [NH2:24][C:19]([NH:20][C:21]1[S:22][C:3]([C:5]2[CH:14]=[CH:13][C:8]([C:9]([O:11][CH3:12])=[O:10])=[CH:7][CH:6]=2)=[C:2]([CH3:1])[N:15]=1)=[NH:18], predict the reactants needed to synthesize it. (7) The reactants are: Cl[C:2]1[N:7]=[C:6]([CH2:8][CH2:9][CH3:10])[N:5]=[C:4]([NH:11][CH2:12][C:13]2[CH:18]=[CH:17][C:16]([F:19])=[CH:15][CH:14]=2)[N:3]=1.[C:20]([O:24][C:25]([N:27]1[C:35]2[C:30](=[CH:31][CH:32]=[C:33]([NH2:36])[CH:34]=2)[CH2:29][CH2:28]1)=[O:26])([CH3:23])([CH3:22])[CH3:21].CS(C)=O. Given the product [C:20]([O:24][C:25]([N:27]1[C:35]2[C:30](=[CH:31][CH:32]=[C:33]([NH:36][C:2]3[N:3]=[C:4]([NH:11][CH2:12][C:13]4[CH:18]=[CH:17][C:16]([F:19])=[CH:15][CH:14]=4)[N:5]=[C:6]([CH2:8][CH2:9][CH3:10])[N:7]=3)[CH:34]=2)[CH2:29][CH2:28]1)=[O:26])([CH3:23])([CH3:21])[CH3:22], predict the reactants needed to synthesize it. (8) The reactants are: C(O[BH-](OC(=O)C)OC(=O)C)(=O)C.[Na+].[F:15][C:16]([F:27])([F:26])[O:17][C:18]1[CH:25]=[CH:24][C:21]([CH:22]=O)=[CH:20][CH:19]=1.[OH:28][CH:29]1[CH2:34][CH2:33][NH:32][CH2:31][CH2:30]1.C(=O)(O)[O-].[Na+]. Given the product [F:15][C:16]([F:27])([F:26])[O:17][C:18]1[CH:25]=[CH:24][C:21]([CH2:22][N:32]2[CH2:33][CH2:34][CH:29]([OH:28])[CH2:30][CH2:31]2)=[CH:20][CH:19]=1, predict the reactants needed to synthesize it.